From a dataset of NCI-60 drug combinations with 297,098 pairs across 59 cell lines. Regression. Given two drug SMILES strings and cell line genomic features, predict the synergy score measuring deviation from expected non-interaction effect. (1) Drug 1: CCC1=CC2CC(C3=C(CN(C2)C1)C4=CC=CC=C4N3)(C5=C(C=C6C(=C5)C78CCN9C7C(C=CC9)(C(C(C8N6C)(C(=O)OC)O)OC(=O)C)CC)OC)C(=O)OC.C(C(C(=O)O)O)(C(=O)O)O. Drug 2: C1=NC2=C(N=C(N=C2N1C3C(C(C(O3)CO)O)O)F)N. Cell line: HS 578T. Synergy scores: CSS=50.7, Synergy_ZIP=0.111, Synergy_Bliss=-2.70, Synergy_Loewe=-31.5, Synergy_HSA=-1.94. (2) Drug 1: CN(C)C1=NC(=NC(=N1)N(C)C)N(C)C. Drug 2: CCC1(CC2CC(C3=C(CCN(C2)C1)C4=CC=CC=C4N3)(C5=C(C=C6C(=C5)C78CCN9C7C(C=CC9)(C(C(C8N6C)(C(=O)OC)O)OC(=O)C)CC)OC)C(=O)OC)O.OS(=O)(=O)O. Cell line: SK-MEL-28. Synergy scores: CSS=10.3, Synergy_ZIP=-5.85, Synergy_Bliss=-3.21, Synergy_Loewe=-23.1, Synergy_HSA=-7.18.